The task is: Predict the product of the given reaction.. This data is from Forward reaction prediction with 1.9M reactions from USPTO patents (1976-2016). (1) Given the reactants [N+:1]([C:4]1[CH:9]=[CH:8][CH:7]=[CH:6][C:5]=1[OH:10])([O-:3])=[O:2].C(=O)([O-])[O-].[K+].[K+].Br[CH2:18][C:19](=[O:21])[CH3:20].O, predict the reaction product. The product is: [N+:1]([C:4]1[CH:9]=[CH:8][CH:7]=[CH:6][C:5]=1[O:10][CH2:18][C:19](=[O:21])[CH3:20])([O-:3])=[O:2]. (2) Given the reactants [I-].[CH3:2][P+](C1C=CC=CC=1)(C1C=CC=CC=1)C1C=CC=CC=1.CC(C)([O-])C.[K+].[CH2:28]([C:35]1[C:44]2[C:39](=[CH:40][CH:41]=[CH:42][CH:43]=2)[C:38]([N:45]2[CH2:50][CH2:49][N:48]([C:51]3[CH:56]=[N:55][C:54]([C:57](=O)[CH3:58])=[CH:53][N:52]=3)[CH2:47][CH2:46]2)=[N:37][N:36]=1)[C:29]1[CH:34]=[CH:33][CH:32]=[CH:31][CH:30]=1, predict the reaction product. The product is: [CH2:28]([C:35]1[C:44]2[C:39](=[CH:40][CH:41]=[CH:42][CH:43]=2)[C:38]([N:45]2[CH2:50][CH2:49][N:48]([C:51]3[CH:56]=[N:55][C:54]([C:57]([CH3:58])=[CH2:2])=[CH:53][N:52]=3)[CH2:47][CH2:46]2)=[N:37][N:36]=1)[C:29]1[CH:34]=[CH:33][CH:32]=[CH:31][CH:30]=1.